This data is from Full USPTO retrosynthesis dataset with 1.9M reactions from patents (1976-2016). The task is: Predict the reactants needed to synthesize the given product. Given the product [F:19][C:20]1[CH:28]=[CH:27][CH:26]=[CH:25][C:21]=1[C:22]([NH:1][C:2]1[CH:3]=[CH:4][C:5]([C:6]([O:8][CH3:9])=[O:7])=[CH:10][CH:11]=1)=[O:23], predict the reactants needed to synthesize it. The reactants are: [NH2:1][C:2]1[CH:11]=[CH:10][C:5]([C:6]([O:8][CH3:9])=[O:7])=[CH:4][CH:3]=1.C(NC(C)C)(C)C.[F:19][C:20]1[CH:28]=[CH:27][CH:26]=[CH:25][C:21]=1[C:22](Cl)=[O:23].